From a dataset of Forward reaction prediction with 1.9M reactions from USPTO patents (1976-2016). Predict the product of the given reaction. The product is: [Cl:1][C:2]1[CH:3]=[C:4]([CH2:8][CH2:9][NH:10][C:11](=[O:13])[CH3:12])[CH:5]=[CH:6][CH:7]=1. Given the reactants [Cl:1][C:2]1[CH:3]=[C:4]([CH2:8][CH2:9][NH2:10])[CH:5]=[CH:6][CH:7]=1.[C:11](Cl)(=[O:13])[CH3:12], predict the reaction product.